This data is from Retrosynthesis with 50K atom-mapped reactions and 10 reaction types from USPTO. The task is: Predict the reactants needed to synthesize the given product. (1) Given the product COc1ccc(CN(C=O)Cc2cccc(Br)n2)c(OC)c1, predict the reactants needed to synthesize it. The reactants are: COc1ccc(CNCc2cccc(Br)n2)c(OC)c1.O=CO. (2) The reactants are: COC(=O)[C@@H]1c2cc3c(c(O)c2[C@@H](O[C@@H]2O[C@@H](C)[C@H](OC)[C@@](C)(OC)[C@H]2OC)C[C@]1(C)O)C(=O)c1c(O)cc2c(c1C3=O)O[C@@H]1O[C@@]2(C)[C@H](O)[C@@H](N(C)C)[C@@H]1O. Given the product CO[C@H]1[C@H](C)O[C@@H](O[C@H]2C[C@](C)(O)[C@H](C(=O)O)c3cc4c(c(O)c32)C(=O)c2c(O)cc3c(c2C4=O)O[C@@H]2O[C@@]3(C)[C@H](O)[C@@H](N(C)C)[C@@H]2O)[C@H](OC)[C@]1(C)OC, predict the reactants needed to synthesize it. (3) Given the product Cc1ncc([N+](=O)[O-])n1CCO, predict the reactants needed to synthesize it. The reactants are: CS(=O)(=O)Cl.Cc1ncc([N+](=O)[O-])n1CCO. (4) Given the product COc1ccc(C(=O)CCC(=O)O)cc1OC1CCCC1, predict the reactants needed to synthesize it. The reactants are: BrC1CCCC1.COc1ccc(C(=O)CCC(=O)O)cc1OC. (5) Given the product CC(C)(C)OC(=O)N1CCN(c2cccc(-c3cc(-c4ccc5cn(Cc6ccccc6)nc5c4)c4c(N)ncnn34)c2)CC1, predict the reactants needed to synthesize it. The reactants are: CC(C)(C)OC(=O)N1CCN(c2cccc(-c3cc(Br)c4c(N)ncnn34)c2)CC1.CC1(C)OB(c2ccc3cn(Cc4ccccc4)nc3c2)OC1(C)C.